From a dataset of Catalyst prediction with 721,799 reactions and 888 catalyst types from USPTO. Predict which catalyst facilitates the given reaction. (1) Reactant: [CH3:1][O:2][C:3]1[CH:4]=[C:5]2[C:10](=[CH:11][C:12]=1[O:13][CH3:14])[N:9]=[CH:8][CH:7]=[C:6]2[O:15][C:16]1[CH:22]=[CH:21][C:19]([NH2:20])=[CH:18][CH:17]=1.ClC(Cl)(O[C:27](=[O:33])[O:28][C:29](Cl)(Cl)Cl)Cl.[Cl:35][C:36]1[CH:41]=[CH:40][C:39](CO)=[CH:38][CH:37]=1.C(=O)(O)[O-].[Na+]. Product: [CH3:1][O:2][C:3]1[CH:4]=[C:5]2[C:10](=[CH:11][C:12]=1[O:13][CH3:14])[N:9]=[CH:8][CH:7]=[C:6]2[O:15][C:16]1[CH:22]=[CH:21][C:19]([NH:20][C:27](=[O:33])[O:28][CH2:29][C:39]2[CH:40]=[CH:41][C:36]([Cl:35])=[CH:37][CH:38]=2)=[CH:18][CH:17]=1. The catalyst class is: 208. (2) The catalyst class is: 1. Reactant: [CH2:1]([C:3]1[CH:10]=[CH:9][CH:8]=[C:7]([CH2:11][CH3:12])[C:4]=1[CH:5]=[O:6])[CH3:2].B.C1COCC1.Cl.CCOCC. Product: [CH2:1]([C:3]1[CH:10]=[CH:9][CH:8]=[C:7]([CH2:11][CH3:12])[C:4]=1[CH2:5][OH:6])[CH3:2]. (3) Reactant: [F:1][C:2]1[CH:36]=[CH:35][C:5]([CH2:6][N:7]2[C:15]3[CH:14]=[CH:13][CH:12]=[CH:11][C:10]=3[C:9]3[CH2:16][C@H:17]4[C:22](=[O:23])[N:21]([CH2:24][CH2:25][CH2:26][C:27]([O:29]C(C)(C)C)=[O:28])[C:20](=[O:34])[N:18]4[CH2:19][C:8]2=3)=[CH:4][CH:3]=1.Cl. Product: [F:1][C:2]1[CH:36]=[CH:35][C:5]([CH2:6][N:7]2[C:15]3[CH:14]=[CH:13][CH:12]=[CH:11][C:10]=3[C:9]3[CH2:16][C@H:17]4[C:22](=[O:23])[N:21]([CH2:24][CH2:25][CH2:26][C:27]([OH:29])=[O:28])[C:20](=[O:34])[N:18]4[CH2:19][C:8]2=3)=[CH:4][CH:3]=1. The catalyst class is: 12. (4) Reactant: [OH:1][C:2]1[CH:3]=[C:4]([NH:9][C:10]2[C:15]3=[C:16]([CH3:22])[C:17]([C:19](O)=[O:20])=[CH:18][N:14]3[N:13]=[CH:12][N:11]=2)[CH:5]=[CH:6][C:7]=1[CH3:8].[CH3:23][N:24]1[CH2:29][CH2:28][NH:27][CH2:26][CH2:25]1.ON1C2C=CC=CC=2N=N1.Cl.CN(C)CCCN=C=NCC. Product: [OH:1][C:2]1[CH:3]=[C:4]([NH:9][C:10]2[C:15]3=[C:16]([CH3:22])[C:17]([C:19]([N:27]4[CH2:28][CH2:29][N:24]([CH3:23])[CH2:25][CH2:26]4)=[O:20])=[CH:18][N:14]3[N:13]=[CH:12][N:11]=2)[CH:5]=[CH:6][C:7]=1[CH3:8]. The catalyst class is: 3. (5) Reactant: [Cl:1][C:2]1[CH:3]=[C:4]([NH:9][CH2:10][C:11]([OH:13])=O)[CH:5]=[C:6]([Cl:8])[CH:7]=1.[CH:14]1[CH:15]=[CH:16][C:17]2[N:22](O)N=[N:20][C:18]=2C=1.[CH3:24]CN=C=NCCCN(C)C.CN([C@@H]1CCCNC1)[C:37]1[C:45]2[C:40](=[N:41][CH:42]=[N:43][CH:44]=2)[NH:39][N:38]=1.CCN(C(C)C)C(C)C. Product: [Cl:8][C:6]1[CH:5]=[C:4]([NH:9][CH2:10][C:11]([N:20]2[CH2:14][CH2:15][CH2:16][C@@H:17]([N:22]([CH3:24])[C:44]3[N:43]=[CH:42][N:41]=[C:40]4[NH:39][N:38]=[CH:37][C:45]=34)[CH2:18]2)=[O:13])[CH:3]=[C:2]([Cl:1])[CH:7]=1. The catalyst class is: 31. (6) Reactant: [F:1][C:2]1[CH:3]=[CH:4][C:5]([S:12][C:13]2[CH:18]=[CH:17][C:16]([N+:19]([O-:21])=[O:20])=[CH:15][C:14]=2[C:22](OC)=[O:23])=[C:6]([CH:11]=1)[C:7](OC)=[O:8].[BH4-].[Na+].CO.[Cl-].[NH4+]. Product: [F:1][C:2]1[CH:3]=[CH:4][C:5]([S:12][C:13]2[CH:18]=[CH:17][C:16]([N+:19]([O-:21])=[O:20])=[CH:15][C:14]=2[CH2:22][OH:23])=[C:6]([CH2:7][OH:8])[CH:11]=1. The catalyst class is: 7.